From a dataset of Retrosynthesis with 50K atom-mapped reactions and 10 reaction types from USPTO. Predict the reactants needed to synthesize the given product. (1) Given the product CCN1C(=O)C(C)(C)c2cc3[nH]c(-c4n[nH]cc4NC(=O)c4cnccn4)nc3cc21, predict the reactants needed to synthesize it. The reactants are: CCN1C(=O)C(C)(C)c2cc3[nH]c(-c4n[nH]cc4N)nc3cc21.O=C(O)c1cnccn1. (2) Given the product O=C1CN(Cc2ccc(Br)cc2)CCN1, predict the reactants needed to synthesize it. The reactants are: BrCc1ccc(Br)cc1.O=C1CNCCN1. (3) Given the product Cc1cccc(C)c1-c1cc(Cn2cc3nc(-c4cccc(F)c4F)nc-3cn2)on1, predict the reactants needed to synthesize it. The reactants are: Cc1cccc(C)c1-c1cc(CCl)on1.Fc1cccc(-c2nc3cn[nH]cc-3n2)c1F. (4) Given the product COC(=O)C1=C(CN2C3COCC2C(F)C3)NC(c2nccs2)=N[C@H]1c1ccc(F)cc1Cl, predict the reactants needed to synthesize it. The reactants are: COC(=O)C1=C(CBr)NC(c2nccs2)=N[C@H]1c1ccc(F)cc1Cl.FC1CC2COCC1N2. (5) Given the product CC(=O)OCc1c(I)c(N)c(I)c(C(=O)NCCO)c1I, predict the reactants needed to synthesize it. The reactants are: CC(=O)OCc1c(I)c(N)c(I)c(C(=O)Cl)c1I.NCCO. (6) The reactants are: CC(C)(C)OC(=O)N1CCNCC1.O=S(=O)(Oc1cccc2cc(F)c(F)cc12)C(F)(F)F. Given the product CC(C)(C)OC(=O)N1CCN(c2cccc3cc(F)c(F)cc23)CC1, predict the reactants needed to synthesize it. (7) Given the product COC(=O)CS(=O)(=O)N(C)C(C)(C)C, predict the reactants needed to synthesize it. The reactants are: CNC(C)(C)C.COC(=O)CS(=O)(=O)Cl. (8) Given the product O[C@@H](CNCc1ccc(Cl)nc1Cl)c1ccccc1, predict the reactants needed to synthesize it. The reactants are: ClCc1ccc(Cl)nc1Cl.NC[C@H](O)c1ccccc1. (9) Given the product O=C1CC(=O)N(c2ccc(NC(=O)c3ccncc3)cc2)c2ccc3ccccc3c2N1, predict the reactants needed to synthesize it. The reactants are: Nc1ccc(N2C(=O)CC(=O)Nc3c2ccc2ccccc32)cc1.O=C(Cl)c1ccncc1. (10) Given the product Cc1cc(C(=O)Nc2ccc(Cl)c(C(=O)O)c2)no1, predict the reactants needed to synthesize it. The reactants are: Cc1cc(C(=O)Cl)no1.Nc1ccc(Cl)c(C(=O)O)c1.